From a dataset of Full USPTO retrosynthesis dataset with 1.9M reactions from patents (1976-2016). Predict the reactants needed to synthesize the given product. (1) Given the product [ClH:37].[Cl:37][C:33]1[CH:34]=[C:35]2[C:30](=[CH:31][CH:32]=1)[NH:29][C:28]([S:25]([N:22]1[CH2:23][CH2:24][N:19]([C:17]([C:15]3[O:14][C:11]4[CH2:12][NH:13][CH:8]([CH3:6])[CH2:9][C:10]=4[N:16]=3)=[O:18])[CH2:20][CH2:21]1)(=[O:27])=[O:26])=[CH:36]2, predict the reactants needed to synthesize it. The reactants are: C(O[C:6]([CH:8]1[NH:13][CH2:12][C:11]2[O:14][C:15]([C:17]([N:19]3[CH2:24][CH2:23][N:22]([S:25]([C:28]4[NH:29][C:30]5[C:35]([CH:36]=4)=[CH:34][C:33]([Cl:37])=[CH:32][CH:31]=5)(=[O:27])=[O:26])[CH2:21][CH2:20]3)=[O:18])=[N:16][C:10]=2[CH2:9]1)=O)(C)(C)C.FC(F)(F)C(O)=O.Cl.O1CCCC1. (2) Given the product [CH3:1][C:2]1([CH3:25])[S:8][C:7]2[CH:9]=[CH:10][C:11]([C:13]([Cl:28])=[O:14])=[CH:12][C:6]=2[N:5]([S:16]([C:19]2[CH:24]=[CH:23][CH:22]=[CH:21][CH:20]=2)(=[O:18])=[O:17])[CH2:4][CH2:3]1, predict the reactants needed to synthesize it. The reactants are: [CH3:1][C:2]1([CH3:25])[S:8][C:7]2[CH:9]=[CH:10][C:11]([C:13](O)=[O:14])=[CH:12][C:6]=2[N:5]([S:16]([C:19]2[CH:24]=[CH:23][CH:22]=[CH:21][CH:20]=2)(=[O:18])=[O:17])[CH2:4][CH2:3]1.S(Cl)([Cl:28])=O.